From a dataset of HIV replication inhibition screening data with 41,000+ compounds from the AIDS Antiviral Screen. Binary Classification. Given a drug SMILES string, predict its activity (active/inactive) in a high-throughput screening assay against a specified biological target. (1) The compound is Cc1cc2c(=O)cc(-c3ccc(Cl)cc3Cl)oc2c(C(=O)O)c1C. The result is 0 (inactive). (2) The molecule is CC(=NNC(=S)N1CCCCCC1)c1cccc(C(C)=NNC(=S)N2CCCCCC2)n1. The result is 0 (inactive). (3) The result is 1 (active). The drug is O=C(O)c1cc(O)c2ccc(N=Nc3ccc(C=Cc4ccc(N=Nc5ccc6c(O)cc(C(=O)O)nc6c5O)cc4S(=O)(=O)O)c(S(=O)(=O)O)c3)c(O)c2n1.[NaH]. (4) The drug is COc1ccc(C2COc3c(ccc(OC)c3OC)C2=O)cc1OC. The result is 0 (inactive). (5) The drug is CCN(CCO)CCNc1ccc(C)c2sc3ccccc3c(=O)c12. The result is 0 (inactive). (6) The molecule is CC1=NN(C(=O)CC(=O)Nc2ccc(Cl)cc2)C(=O)C1N=Nc1ccc(S(=O)(=O)c2ccc(N=NC3C(=O)N(C(=O)CC(=O)Nc4ccc(Cl)cc4)N=C3C)cc2)cc1. The result is 0 (inactive).